From a dataset of Catalyst prediction with 721,799 reactions and 888 catalyst types from USPTO. Predict which catalyst facilitates the given reaction. Reactant: C(O)(=O)[C@@H]([C@H](C(O)=O)O)O.[CH2:11]([O:13][C:14](=[O:32])[C:15]([CH3:31])([O:17][C:18]1[CH:23]=[C:22]([CH:24]2[CH2:29][CH2:28][CH2:27][NH:26][CH2:25]2)[CH:21]=[CH:20][C:19]=1[CH3:30])[CH3:16])[CH3:12].[F:33][C:34]([F:51])([F:50])[C:35]1[CH:49]=[CH:48][C:38]([CH2:39][O:40][C:41](N2C=CN=C2)=[O:42])=[CH:37][CH:36]=1. Product: [F:33][C:34]([F:50])([F:51])[C:35]1[CH:49]=[CH:48][C:38]([CH2:39][O:40][C:41]([N:26]2[CH2:27][CH2:28][CH2:29][CH:24]([C:22]3[CH:21]=[CH:20][C:19]([CH3:30])=[C:18]([O:17][C:15]([C:14]([O:13][CH2:11][CH3:12])=[O:32])([CH3:31])[CH3:16])[CH:23]=3)[CH2:25]2)=[O:42])=[CH:37][CH:36]=1. The catalyst class is: 13.